From a dataset of Forward reaction prediction with 1.9M reactions from USPTO patents (1976-2016). Predict the product of the given reaction. (1) Given the reactants [F:1][C:2]1[CH:11]=[C:10]2[C:5]([CH:6]=[C:7]([CH3:13])[NH:8][C:9]2=[O:12])=[CH:4][C:3]=1[O:14]C.B(Br)(Br)Br.O, predict the reaction product. The product is: [F:1][C:2]1[CH:11]=[C:10]2[C:5]([CH:6]=[C:7]([CH3:13])[NH:8][C:9]2=[O:12])=[CH:4][C:3]=1[OH:14]. (2) Given the reactants Br[C:2]1[C:3]([NH:14][C:15]2[C:24]3[C:19](=[CH:20][C:21]([F:26])=[CH:22][C:23]=3[F:25])[N:18]=[C:17]([C:27]3[CH:32]=[CH:31][CH:30]=[CH:29][N:28]=3)[C:16]=2[CH3:33])=[CH:4][C:5]([N:8]2[CH2:13][CH2:12][O:11][CH2:10][CH2:9]2)=[N:6][CH:7]=1.[N:34]1[CH:39]=[CH:38][CH:37]=[C:36](B(O)O)[CH:35]=1.C1(P(C2CCCCC2)C2CCCCC2)CCCCC1.[O-]P([O-])([O-])=O.[K+].[K+].[K+], predict the reaction product. The product is: [F:25][C:23]1[CH:22]=[C:21]([F:26])[CH:20]=[C:19]2[C:24]=1[C:15]([NH:14][C:3]1[CH:4]=[C:5]([N:8]3[CH2:13][CH2:12][O:11][CH2:10][CH2:9]3)[N:6]=[CH:7][C:2]=1[C:36]1[CH:35]=[N:34][CH:39]=[CH:38][CH:37]=1)=[C:16]([CH3:33])[C:17]([C:27]1[CH:32]=[CH:31][CH:30]=[CH:29][N:28]=1)=[N:18]2. (3) Given the reactants [CH3:1][C:2]1[O:6][N:5]=[C:4]([C:7]([C:9]2[CH:14]=[CH:13][CH:12]=[CH:11][C:10]=2[CH2:15][O:16][CH:17]([O:19][CH2:20][CH3:21])[CH3:18])=O)[CH:3]=1.CO.Cl.[CH3:25][O:26][NH2:27].C[O-].[Na+].CO, predict the reaction product. The product is: [CH3:25][O:26][N:27]=[C:7]([C:4]1[CH:3]=[C:2]([CH3:1])[O:6][N:5]=1)[C:9]1[CH:14]=[CH:13][CH:12]=[CH:11][C:10]=1[CH2:15][O:16][CH:17]([O:19][CH2:20][CH3:21])[CH3:18]. (4) Given the reactants [NH2:1][C:2]1[NH:6][CH:5]=[N:4][C:3]=1[C:7](N)=[O:8].S(=O)(=O)(O)[OH:11].[CH2:15](O)[CH3:16], predict the reaction product. The product is: [NH2:1][C:2]1[NH:6][CH:5]=[N:4][C:3]=1[C:7]([O:8][CH2:15][CH3:16])=[O:11]. (5) Given the reactants [F:1][C:2]1[CH:7]=[CH:6][C:5]([CH2:8][O:9][C:10]2[CH:18]=[C:17]([C:19]([N:21]3[CH2:26][CH2:25][O:24][CH2:23][CH2:22]3)=[O:20])[C:16]([C:27]3[CH:28]=[N:29][N:30]([CH3:32])[CH:31]=3)=[CH:15][C:11]=2[C:12]([OH:14])=O)=[CH:4][CH:3]=1.C(N(C(C)C)CC)(C)C.[N:42]1[CH:47]=[CH:46][C:45]([NH2:48])=[CH:44][N:43]=1.ON1C2N=CC=CC=2N=N1.C(Cl)CCl, predict the reaction product. The product is: [F:1][C:2]1[CH:7]=[CH:6][C:5]([CH2:8][O:9][C:10]2[CH:18]=[C:17]([C:19]([N:21]3[CH2:22][CH2:23][O:24][CH2:25][CH2:26]3)=[O:20])[C:16]([C:27]3[CH:28]=[N:29][N:30]([CH3:32])[CH:31]=3)=[CH:15][C:11]=2[C:12]([NH:48][C:45]2[CH:46]=[CH:47][N:42]=[N:43][CH:44]=2)=[O:14])=[CH:4][CH:3]=1. (6) Given the reactants [OH:1][CH:2]1[CH:7]([C:8]2[CH:13]=[CH:12][C:11]([OH:14])=[CH:10][CH:9]=2)[CH2:6][CH2:5][N:4]([C:15]([O:17][CH2:18][C:19]2[CH:24]=[CH:23][CH:22]=[CH:21][CH:20]=2)=[O:16])[CH2:3]1.[C:25]1(OB(O)O)[CH:30]=[CH:29][CH:28]=[CH:27][CH:26]=1.C(N(CC)CC)C, predict the reaction product. The product is: [OH:1][CH:2]1[CH:7]([C:8]2[CH:9]=[CH:10][C:11]([O:14][C:25]3[CH:30]=[CH:29][CH:28]=[CH:27][CH:26]=3)=[CH:12][CH:13]=2)[CH2:6][CH2:5][N:4]([C:15]([O:17][CH2:18][C:19]2[CH:20]=[CH:21][CH:22]=[CH:23][CH:24]=2)=[O:16])[CH2:3]1. (7) Given the reactants [F:1][C:2]1[C:3]([N+:11]([O-])=O)=[C:4]([CH:7]=[C:8]([F:10])[CH:9]=1)[NH:5][CH3:6].[CH:14](O)=O, predict the reaction product. The product is: [F:1][C:2]1[C:3]2[N:11]=[CH:6][N:5]([CH3:14])[C:4]=2[CH:7]=[C:8]([F:10])[CH:9]=1.